The task is: Predict the product of the given reaction.. This data is from Forward reaction prediction with 1.9M reactions from USPTO patents (1976-2016). (1) Given the reactants [NH2:1][C:2]1[CH:7]=[C:6]([F:8])[C:5]([S:9][CH2:10][C:11]2[CH:16]=[CH:15][CH:14]=[CH:13][CH:12]=2)=[CH:4][C:3]=1/[CH:17]=[CH:18]/[C:19]([O:21][CH2:22][CH3:23])=[O:20].[Br:24][C:25]1[CH:30]=[C:29]([O:31][CH3:32])[C:28](I)=[CH:27][C:26]=1[Cl:34].C(=O)([O-])[O-].[Cs+].[Cs+].C1(C)C=CC=CC=1, predict the reaction product. The product is: [CH2:10]([S:9][C:5]1[C:6]([F:8])=[CH:7][C:2]([NH:1][C:28]2[CH:27]=[C:26]([Cl:34])[C:25]([Br:24])=[CH:30][C:29]=2[O:31][CH3:32])=[C:3](/[CH:17]=[CH:18]/[C:19]([O:21][CH2:22][CH3:23])=[O:20])[CH:4]=1)[C:11]1[CH:16]=[CH:15][CH:14]=[CH:13][CH:12]=1. (2) Given the reactants [CH3:1][C:2]1[CH:3]=[C:4]([N:8]2[N:12]=[N:11][C:10]([C:13](=[O:15])[CH3:14])=[N:9]2)[CH:5]=[CH:6][CH:7]=1.C1N=C(N)C2N=CN([C@@H]3O[C@H](COP(OP(OC[C@H]4O[C@@H](N5C=C(C(N)=O)CC=C5)[C@H](O)[C@@H]4O)(O)=O)(O)=O)[C@@H](O)[C@H]3O)C=2N=1, predict the reaction product. The product is: [CH3:1][C:2]1[CH:3]=[C:4]([N:8]2[N:12]=[N:11][C:10]([C@H:13]([OH:15])[CH3:14])=[N:9]2)[CH:5]=[CH:6][CH:7]=1. (3) Given the reactants [N:1]1([C:7]2[N:12]=[C:11]([N:13]3[CH:18]4[CH2:19][CH2:20][CH:14]3[CH2:15][O:16][CH2:17]4)[N:10]=[C:9]([C:21]3[CH:27]=[CH:26][C:24]([NH2:25])=[CH:23][CH:22]=3)[N:8]=2)[CH2:6][CH2:5][O:4][CH2:3][CH2:2]1.ClC(Cl)(O[C:32](=[O:38])OC(Cl)(Cl)Cl)Cl.[NH2:40][C:41]1[CH:48]=[CH:47][C:44]([CH2:45][OH:46])=[CH:43][CH:42]=1, predict the reaction product. The product is: [OH:46][CH2:45][C:44]1[CH:47]=[CH:48][C:41]([NH:40][C:32]([NH:25][C:24]2[CH:26]=[CH:27][C:21]([C:9]3[N:8]=[C:7]([N:1]4[CH2:2][CH2:3][O:4][CH2:5][CH2:6]4)[N:12]=[C:11]([N:13]4[CH:14]5[CH2:20][CH2:19][CH:18]4[CH2:17][O:16][CH2:15]5)[N:10]=3)=[CH:22][CH:23]=2)=[O:38])=[CH:42][CH:43]=1.